From a dataset of Forward reaction prediction with 1.9M reactions from USPTO patents (1976-2016). Predict the product of the given reaction. (1) Given the reactants B(O)O.Br[C:5]1[N:12]=[CH:11][CH:10]=[CH:9][C:6]=1[CH:7]=[O:8].[O:13]1[C:17]2[CH:18]=[CH:19][CH:20]=[CH:21][C:16]=2[CH:15]=[C:14]1B(O)O, predict the reaction product. The product is: [O:13]1[C:17]2[CH:18]=[CH:19][CH:20]=[CH:21][C:16]=2[CH:15]=[C:14]1[C:5]1[N:12]=[CH:11][CH:10]=[CH:9][C:6]=1[CH:7]=[O:8]. (2) Given the reactants Cl[CH2:2][CH2:3][CH2:4][CH2:5][CH2:6][N:7]1[C:11]2[CH:12]=[CH:13][CH:14]=[CH:15][C:10]=2[N:9]=[N:8]1.[F:16][C:17]([F:31])([F:30])[C:18]1[CH:19]=[C:20]([N:24]2[CH2:29][CH2:28][NH:27][CH2:26][CH2:25]2)[CH:21]=[CH:22][CH:23]=1.C(N(C(C)C)CC)(C)C.[I-].[K+], predict the reaction product. The product is: [F:31][C:17]([F:16])([F:30])[C:18]1[CH:19]=[C:20]([N:24]2[CH2:29][CH2:28][N:27]([CH2:2][CH2:3][CH2:4][CH2:5][CH2:6][N:7]3[C:11]4[CH:12]=[CH:13][CH:14]=[CH:15][C:10]=4[N:9]=[N:8]3)[CH2:26][CH2:25]2)[CH:21]=[CH:22][CH:23]=1.